From a dataset of Catalyst prediction with 721,799 reactions and 888 catalyst types from USPTO. Predict which catalyst facilitates the given reaction. (1) Reactant: [Cl:1][C:2]1[CH:7]=[CH:6][C:5]([CH2:8][C:9](O)=[O:10])=[CH:4][C:3]=1[CH3:12].CN(C=O)C.C(Cl)(=O)C([Cl:21])=O. Product: [Cl:1][C:2]1[CH:7]=[CH:6][C:5]([CH2:8][C:9]([Cl:21])=[O:10])=[CH:4][C:3]=1[CH3:12]. The catalyst class is: 2. (2) Reactant: C(OC([N:8]1[CH2:12][CH:11]([OH:13])[CH:10]([N:14]2[CH2:19][CH2:18][N:17]([C:20](=[O:28])[C:21]3[CH:26]=[CH:25][C:24]([Cl:27])=[CH:23][CH:22]=3)[CH2:16][CH2:15]2)[CH2:9]1)=O)(C)(C)C.Cl.O1CCOCC1. Product: [Cl:27][C:24]1[CH:25]=[CH:26][C:21]([C:20]([N:17]2[CH2:18][CH2:19][N:14]([CH:10]3[CH:11]([OH:13])[CH2:12][NH:8][CH2:9]3)[CH2:15][CH2:16]2)=[O:28])=[CH:22][CH:23]=1. The catalyst class is: 158. (3) Reactant: BrCC.[Mg].Br[C:6]1[CH:11]=[CH:10][CH:9]=[CH:8][C:7]=1[CH2:12][O:13][C:14]1[CH:19]=[C:18]([CH3:20])[CH:17]=[CH:16][C:15]=1[CH3:21].[C:22]([C:24]1[CH:28]=[CH:27][O:26][N:25]=1)#N.S(=O)(=O)(O)[OH:30]. Product: [O:26]1[CH:27]=[CH:28][C:24]([C:22]([C:6]2[CH:11]=[CH:10][CH:9]=[CH:8][C:7]=2[CH2:12][O:13][C:14]2[CH:19]=[C:18]([CH3:20])[CH:17]=[CH:16][C:15]=2[CH3:21])=[O:30])=[N:25]1. The catalyst class is: 1. (4) Reactant: [CH2:1]([C:4]1[C:17]([Br:18])=[CH:16][C:15]([CH2:19][C:20]2[CH:25]=[CH:24][C:23]([O:26][CH3:27])=[CH:22][CH:21]=2)=[C:14]([Cl:28])[C:5]=1[O:6][Si:7]([C:10]([CH3:13])([CH3:12])[CH3:11])([CH3:9])[CH3:8])[CH:2]=[CH2:3].CSC.B.[OH-:33].[Na+].OO. Product: [Br:18][C:17]1[C:4]([CH2:1][CH2:2][CH2:3][OH:33])=[C:5]([O:6][Si:7]([C:10]([CH3:13])([CH3:12])[CH3:11])([CH3:8])[CH3:9])[C:14]([Cl:28])=[C:15]([CH2:19][C:20]2[CH:21]=[CH:22][C:23]([O:26][CH3:27])=[CH:24][CH:25]=2)[CH:16]=1. The catalyst class is: 20. (5) Reactant: C[O:2][C:3](=[O:28])[C:4]1[CH:9]=[CH:8][C:7]([C:10]2[C:15]([C:16]#[C:17][C:18]3[CH:19]=[N:20][C:21]([NH2:24])=[CH:22][CH:23]=3)=[C:14]([CH3:25])[N:13]=[C:12]([NH2:26])[N:11]=2)=[CH:6][C:5]=1[Cl:27]. Product: [NH2:26][C:12]1[N:11]=[C:10]([C:7]2[CH:8]=[CH:9][C:4]([C:3]([OH:28])=[O:2])=[C:5]([Cl:27])[CH:6]=2)[C:15]([C:16]#[C:17][C:18]2[CH:19]=[N:20][C:21]([NH2:24])=[CH:22][CH:23]=2)=[C:14]([CH3:25])[N:13]=1. The catalyst class is: 1. (6) Reactant: C(N(CC)CC)C.[CH3:8][S:9](Cl)(=[O:11])=[O:10].[C:13]([O:17][C:18](=[O:34])[N:19]([CH2:23][C:24]1[CH:25]=[C:26]([F:33])[CH:27]=[C:28]2[C:32]=1[NH:31][CH:30]=[CH:29]2)[CH2:20][CH2:21][OH:22])([CH3:16])([CH3:15])[CH3:14]. Product: [C:13]([O:17][C:18]([N:19]([CH2:23][C:24]1[CH:25]=[C:26]([F:33])[CH:27]=[C:28]2[C:32]=1[NH:31][CH:30]=[CH:29]2)[CH2:20][CH2:21][O:22][S:9]([CH3:8])(=[O:11])=[O:10])=[O:34])([CH3:16])([CH3:14])[CH3:15]. The catalyst class is: 96.